Dataset: Forward reaction prediction with 1.9M reactions from USPTO patents (1976-2016). Task: Predict the product of the given reaction. (1) Given the reactants F[C:2]1[C:10]([C:11]([F:14])([F:13])[F:12])=[CH:9][CH:8]=[CH:7][C:3]=1[C:4]([Cl:6])=[O:5].[Cl:15]C1C(C(F)(F)F)=CC=CC=1C(O)=O.FC1C(C(F)(F)F)=CC=CC=1C(O)=O, predict the reaction product. The product is: [Cl:15][C:2]1[C:10]([C:11]([F:14])([F:13])[F:12])=[CH:9][CH:8]=[CH:7][C:3]=1[C:4]([Cl:6])=[O:5]. (2) Given the reactants [CH3:1][O:2][C:3]1[C:4]([CH3:11])=[C:5]([CH:8]=[CH:9][CH:10]=1)[CH:6]=O.[NH2:12][OH:13].Cl, predict the reaction product. The product is: [CH3:1][O:2][C:3]1[C:4]([CH3:11])=[C:5]([CH:8]=[CH:9][CH:10]=1)[CH:6]=[N:12][OH:13].